Dataset: Reaction yield outcomes from USPTO patents with 853,638 reactions. Task: Predict the reaction yield, written as a fraction of the theoretical maximum amount of product (1.0 means a 100% yield; for example, 0.34 means a 34% yield). (1) The reactants are [C:1]([C:5]1[CH:10]=[CH:9][C:8]([NH2:11])=[CH:7][C:6]=1[N+:12]([O-:14])=[O:13])([CH3:4])([CH3:3])[CH3:2].[CH3:15][C:16]([O:19][C:20](O[C:20]([O:19][C:16]([CH3:18])([CH3:17])[CH3:15])=[O:21])=[O:21])([CH3:18])[CH3:17]. The catalyst is [OH-].[Na+].C1COCC1. The product is [C:16]([O:19][C:20](=[O:21])[NH:11][C:8]1[CH:9]=[CH:10][C:5]([C:1]([CH3:4])([CH3:2])[CH3:3])=[C:6]([N+:12]([O-:14])=[O:13])[CH:7]=1)([CH3:18])([CH3:17])[CH3:15]. The yield is 0.740. (2) The reactants are [Br:1][C:2]1[C:3]2[C:8]([C:9](Br)=[C:10]3[C:15]=1[CH:14]=[CH:13][CH:12]=[CH:11]3)=[CH:7][CH:6]=[CH:5][CH:4]=2.[C:17]1(B(O)O)[C:30]2[C:31]3=[C:32]4[C:27](=[CH:28][CH:29]=2)[CH:26]=[CH:25]C=C4[CH:22]=[CH:21][C:20]3=[CH:19][CH:18]=1.C([O-])([O-])=O.[Na+].[Na+].[CH3:42][CH2:43]O. The catalyst is C1C=CC([P]([Pd]([P](C2C=CC=CC=2)(C2C=CC=CC=2)C2C=CC=CC=2)([P](C2C=CC=CC=2)(C2C=CC=CC=2)C2C=CC=CC=2)[P](C2C=CC=CC=2)(C2C=CC=CC=2)C2C=CC=CC=2)(C2C=CC=CC=2)C2C=CC=CC=2)=CC=1.C1(C)C=CC=CC=1. The product is [Br:1][C:2]1[C:3]2[C:8](=[CH:7][CH:6]=[CH:5][CH:4]=2)[C:9]([C:10]2[C:11]3[C:32]4=[C:31]5[C:20](=[CH:21][CH:22]=3)[CH:19]=[CH:18][CH:17]=[C:30]5[CH:29]=[CH:28][C:27]4=[CH:26][CH:25]=2)=[C:14]2[C:15]=1[CH:42]=[CH:43][CH:12]=[CH:13]2. The yield is 0.430. (3) The catalyst is ClC(Cl)C.C(OCC)(=O)C.O.Cl[Pd](Cl)([P](C1C=CC=CC=1)(C1C=CC=CC=1)C1C=CC=CC=1)[P](C1C=CC=CC=1)(C1C=CC=CC=1)C1C=CC=CC=1. The product is [NH2:1][C:2]1[C:7]([F:8])=[C:6]([CH2:9][CH3:10])[N:5]=[C:4]([C:11]([O:13][CH3:14])=[O:12])[C:3]=1/[CH:19]=[CH:18]/[Si:17]([CH3:34])([CH3:33])[CH3:16]. The reactants are [NH2:1][C:2]1[C:7]([F:8])=[C:6]([CH2:9][CH3:10])[N:5]=[C:4]([C:11]([O:13][CH3:14])=[O:12])[C:3]=1I.[CH3:16][Si:17]([CH3:34])([CH3:33])/[CH:18]=[CH:19]/[Sn](CCCC)(CCCC)CCCC. The yield is 0.579. (4) The reactants are [ClH:1].C(OC([N:9]1[CH2:14][CH2:13][C:12]([C:18]2[CH:23]=[CH:22][C:21]([Cl:24])=[CH:20][CH:19]=2)([CH2:15][NH:16][CH3:17])[CH2:11][CH2:10]1)=O)(C)(C)C. The catalyst is O1CCOCC1.CO. The product is [ClH:24].[ClH:1].[Cl:24][C:21]1[CH:22]=[CH:23][C:18]([C:12]2([CH2:15][NH:16][CH3:17])[CH2:13][CH2:14][NH:9][CH2:10][CH2:11]2)=[CH:19][CH:20]=1. The yield is 1.00. (5) The catalyst is C1(C)C=CC=CC=1.CO.C1C=CC([P]([Pd]([P](C2C=CC=CC=2)(C2C=CC=CC=2)C2C=CC=CC=2)([P](C2C=CC=CC=2)(C2C=CC=CC=2)C2C=CC=CC=2)[P](C2C=CC=CC=2)(C2C=CC=CC=2)C2C=CC=CC=2)(C2C=CC=CC=2)C2C=CC=CC=2)=CC=1. The yield is 0.750. The product is [Cl:30][C:27]1[CH:28]=[CH:29][C:24]([C@@:20]2([OH:23])[CH2:21][CH2:22][N:17]([C:15](=[O:16])[C@H:14]([NH:13][C:12]([C:10]3[CH:9]=[C:4]([CH:3]=[C:2]([C:42]4[CH:47]=[CH:46][CH:45]=[CH:44][N:43]=4)[CH:11]=3)[C:5]([O:7][CH3:8])=[O:6])=[O:36])[CH:33]([CH3:35])[CH3:34])[CH2:18][C:19]2([CH3:31])[CH3:32])=[CH:25][CH:26]=1. The reactants are Br[C:2]1[CH:3]=[C:4]([CH:9]=[C:10]([C:12](=[O:36])[NH:13][C@H:14]([CH:33]([CH3:35])[CH3:34])[C:15]([N:17]2[CH2:22][CH2:21][C@@:20]([C:24]3[CH:29]=[CH:28][C:27]([Cl:30])=[CH:26][CH:25]=3)([OH:23])[C:19]([CH3:32])([CH3:31])[CH2:18]2)=[O:16])[CH:11]=1)[C:5]([O:7][CH3:8])=[O:6].C([Sn](CCCC)(CCCC)[C:42]1[CH:47]=[CH:46][CH:45]=[CH:44][N:43]=1)CCC. (6) The reactants are [Na].[C:2]([O:10][CH2:11][CH3:12])(=[O:9])[CH2:3][C:4]([O:6][CH2:7][CH3:8])=[O:5].Cl[CH2:14][CH2:15][O:16][CH2:17][CH2:18]Cl. The catalyst is C(O)C. The product is [O:16]1[CH2:17][CH2:18][C:3]([C:4]([O:6][CH2:7][CH3:8])=[O:5])([C:2]([O:10][CH2:11][CH3:12])=[O:9])[CH2:14][CH2:15]1. The yield is 0.480. (7) The reactants are [CH3:1][O:2][C:3](=[O:13])[C:4]([CH2:6][N:7]1[CH2:12][CH2:11][O:10][CH2:9][CH2:8]1)=[CH2:5].O([CH2:16][N:17]([CH2:23][C:24]1[CH:29]=[CH:28][CH:27]=[CH:26][CH:25]=1)[CH2:18][Si](C)(C)C)C.FC(F)(F)C(O)=O. The catalyst is ClCCl. The product is [CH3:1][O:2][C:3]([C:4]1([CH2:6][N:7]2[CH2:12][CH2:11][O:10][CH2:9][CH2:8]2)[CH2:5][CH2:16][N:17]([CH2:23][C:24]2[CH:25]=[CH:26][CH:27]=[CH:28][CH:29]=2)[CH2:18]1)=[O:13]. The yield is 0.450. (8) The reactants are [NH2:1][C:2]1[C:7]([O:8][CH2:9][C:10]2[CH:15]=[CH:14][CH:13]=[CH:12][CH:11]=2)=[CH:6][CH:5]=[CH:4][N:3]=1.[Br:16]N1C(=O)CCC1=O. The catalyst is CC#N.CCOC(C)=O. The product is [CH2:9]([O:8][C:7]1[C:2]([NH2:1])=[N:3][CH:4]=[C:5]([Br:16])[CH:6]=1)[C:10]1[CH:11]=[CH:12][CH:13]=[CH:14][CH:15]=1. The yield is 0.530.